This data is from Forward reaction prediction with 1.9M reactions from USPTO patents (1976-2016). The task is: Predict the product of the given reaction. (1) Given the reactants C([O:9][C:10]1[C:11]([C:31]([O:33][CH3:34])=[O:32])=[N:12][C:13]([C:17]2([CH3:30])[CH2:22][N:21]([C:23]([O:25][C:26]([CH3:29])([CH3:28])[CH3:27])=[O:24])[CH2:20][CH2:19][NH:18]2)=[N:14][C:15]=1[OH:16])(=O)C1C=CC=CC=1.[BH3-][C:36]#N.[Na+].C(O[Na])(C)=O.C=O, predict the reaction product. The product is: [C:26]([O:25][C:23]([N:21]1[CH2:20][CH2:19][N:18]([CH3:36])[C:17]([C:13]2[N:12]=[C:11]([C:31]([O:33][CH3:34])=[O:32])[C:10]([OH:9])=[C:15]([OH:16])[N:14]=2)([CH3:30])[CH2:22]1)=[O:24])([CH3:29])([CH3:27])[CH3:28]. (2) Given the reactants [OH:1][C:2]1[CH:11]=[C:10]2[C:5]([C:6](=[O:20])[C:7]([C:12]3[CH:17]=[CH:16][CH:15]=[CH:14][C:13]=3[O:18]C)=[CH:8][O:9]2)=[CH:4][CH:3]=1.B(Br)(Br)Br, predict the reaction product. The product is: [OH:1][C:2]1[CH:11]=[C:10]2[C:5]([C:6](=[O:20])[C:7]([C:12]3[CH:17]=[CH:16][CH:15]=[CH:14][C:13]=3[OH:18])=[CH:8][O:9]2)=[CH:4][CH:3]=1. (3) Given the reactants [CH3:1][C:2]1[N:3]=[C:4]([NH2:8])[S:5][C:6]=1[CH3:7].Br[CH2:10][C:11]1[CH:16]=[CH:15][C:14]([C:17]([CH3:20])([CH3:19])[CH3:18])=[CH:13][CH:12]=1.[C:21]12([C:31](O)=[O:32])[CH2:30][CH:25]3[CH2:26][CH:27]([CH2:29][CH:23]([CH2:24]3)[CH2:22]1)[CH2:28]2, predict the reaction product. The product is: [C:17]([C:14]1[CH:15]=[CH:16][C:11]([CH2:10][N:3]2[C:2]([CH3:1])=[C:6]([CH3:7])[S:5]/[C:4]/2=[N:8]\[C:31]([C:21]23[CH2:30][CH:25]4[CH2:24][CH:23]([CH2:29][CH:27]([CH2:26]4)[CH2:28]2)[CH2:22]3)=[O:32])=[CH:12][CH:13]=1)([CH3:20])([CH3:19])[CH3:18]. (4) Given the reactants [Br:1][C:2]1[CH:7]=[CH:6][C:5]([CH:8]([C:24]2[CH:29]=[CH:28][CH:27]=[CH:26][C:25]=2[CH3:30])[CH2:9][C:10]([C:12]2[CH:13]=[CH:14][C:15](=[O:23])[N:16]([CH2:18][CH2:19][C:20]([OH:22])=[O:21])[CH:17]=2)=O)=[CH:4][CH:3]=1.Cl.[NH2:32][OH:33].C([O-])(O)=O.[Na+], predict the reaction product. The product is: [Br:1][C:2]1[CH:7]=[CH:6][C:5]([CH:8]([C:24]2[CH:29]=[CH:28][CH:27]=[CH:26][C:25]=2[CH3:30])[CH2:9]/[C:10](/[C:12]2[CH:13]=[CH:14][C:15](=[O:23])[N:16]([CH2:18][CH2:19][C:20]([OH:22])=[O:21])[CH:17]=2)=[N:32]\[OH:33])=[CH:4][CH:3]=1. (5) Given the reactants [Cl:1][C:2]1[C:32]([C:33]([F:36])([F:35])[F:34])=[CH:31][CH:30]=[CH:29][C:3]=1[CH2:4][N:5]([CH2:20][CH:21]([OH:28])[C:22]1[CH:27]=[CH:26][CH:25]=[CH:24][CH:23]=1)[CH2:6][CH2:7][CH2:8][O:9][C:10]1[CH:11]=[C:12]([CH2:16][C:17]([OH:19])=[O:18])[CH:13]=[CH:14][CH:15]=1.[C:37](O)(=[O:39])[CH3:38].C1(P(C2C=CC=CC=2)C2C=CC=CC=2)C=CC=CC=1.CC(OC(/N=N/C(OC(C)C)=O)=O)C, predict the reaction product. The product is: [Cl:1][C:2]1[C:32]([C:33]([F:34])([F:35])[F:36])=[CH:31][CH:30]=[CH:29][C:3]=1[CH2:4][N:5]([CH2:20][CH:21]([O:28][C:37](=[O:39])[CH3:38])[C:22]1[CH:23]=[CH:24][CH:25]=[CH:26][CH:27]=1)[CH2:6][CH2:7][CH2:8][O:9][C:10]1[CH:11]=[C:12]([CH2:16][C:17]([OH:19])=[O:18])[CH:13]=[CH:14][CH:15]=1. (6) Given the reactants Cl[C:2]([O:4][CH2:5][C:6]1[CH:11]=[CH:10][CH:9]=[CH:8][CH:7]=1)=[O:3].[OH:12][C@H:13]1[CH2:17][NH:16][C@H:15]([C:18]([OH:20])=[O:19])[CH2:14]1.C([O-])(O)=O.[Na+].O, predict the reaction product. The product is: [OH:12][C@H:13]1[CH2:17][N:16]([C:2]([O:4][CH2:5][C:6]2[CH:11]=[CH:10][CH:9]=[CH:8][CH:7]=2)=[O:3])[C@H:15]([C:18]([OH:20])=[O:19])[CH2:14]1. (7) The product is: [CH3:36][O:37][CH2:38][C:39]1[CH:40]=[CH:41][C:42]([O:47][CH2:48][C:49]([F:50])([F:51])[F:52])=[C:43]([CH:44]=1)[CH2:45][NH:46][C:31]([NH:15][C:12]1[N:11]([C:16]2[CH:21]=[CH:20][CH:19]=[CH:18][CH:17]=2)[N:10]=[C:9]([C:6]2[CH:5]=[N:4][C:3]([O:2][CH3:1])=[N:8][CH:7]=2)[C:13]=1[CH3:14])=[O:32]. Given the reactants [CH3:1][O:2][C:3]1[N:8]=[CH:7][C:6]([C:9]2[C:13]([CH3:14])=[C:12]([NH2:15])[N:11]([C:16]3[CH:21]=[CH:20][CH:19]=[CH:18][CH:17]=3)[N:10]=2)=[CH:5][N:4]=1.C1(C2C=CC([CH2:31][O:32]C)=CC=2CN)CC1.[CH3:36][O:37][CH2:38][C:39]1[CH:40]=[CH:41][C:42]([O:47][CH2:48][C:49]([F:52])([F:51])[F:50])=[C:43]([CH2:45][NH2:46])[CH:44]=1, predict the reaction product. (8) Given the reactants [S:1]1[CH2:5][C:4](=[O:6])[NH:3][C:2]1=[O:7].[CH:8]([C:10]1[CH:22]=[CH:21][C:13]([O:14][CH2:15][CH2:16][CH2:17][C:18]([OH:20])=[O:19])=[CH:12][CH:11]=1)=O.C([O-])(=O)C.[Na+], predict the reaction product. The product is: [O:7]=[C:2]1[NH:3][C:4](=[O:6])[C:5](=[CH:8][C:10]2[CH:22]=[CH:21][C:13]([O:14][CH2:15][CH2:16][CH2:17][C:18]([OH:20])=[O:19])=[CH:12][CH:11]=2)[S:1]1. (9) The product is: [CH3:13][O:14][C:15]1[N:20]=[C:19]([C:21]2[CH:22]=[C:23]([C:27]3([C:33]([NH:54][S:51]([CH3:50])(=[O:53])=[O:52])=[O:34])[CH2:28][CH2:29][O:30][CH2:31][CH2:32]3)[CH:24]=[CH:25][CH:26]=2)[CH:18]=[C:17]([NH:36][CH2:37][CH2:38][C:39]2[CH:44]=[CH:43][C:42]([O:45][C:46]([F:49])([F:48])[F:47])=[CH:41][CH:40]=2)[N:16]=1. Given the reactants CCN=C=NCCCN(C)C.Cl.[CH3:13][O:14][C:15]1[N:20]=[C:19]([C:21]2[CH:22]=[C:23]([C:27]3([C:33](O)=[O:34])[CH2:32][CH2:31][O:30][CH2:29][CH2:28]3)[CH:24]=[CH:25][CH:26]=2)[CH:18]=[C:17]([NH:36][CH2:37][CH2:38][C:39]2[CH:44]=[CH:43][C:42]([O:45][C:46]([F:49])([F:48])[F:47])=[CH:41][CH:40]=2)[N:16]=1.[CH3:50][S:51]([NH2:54])(=[O:53])=[O:52], predict the reaction product. (10) The product is: [ClH:44].[C:1]([N:4]1[C:13]2[C:8](=[CH:9][C:10]([C:32]3[N:33]=[CH:34][N:35]([CH3:37])[CH:36]=3)=[CH:11][CH:12]=2)[C@H:7]([NH:23][C:24](=[O:29])[O:25][CH:26]([CH3:28])[CH3:27])[CH2:6][C@@H:5]1[CH3:30])(=[O:3])[CH3:2]. Given the reactants [C:1]([N:4]1[C:13]2[C:8](=[CH:9][C:10](B3OC(C)(C)C(C)(C)O3)=[CH:11][CH:12]=2)[C@H:7]([NH:23][C:24](=[O:29])[O:25][CH:26]([CH3:28])[CH3:27])[CH2:6][C@@H:5]1[CH3:30])(=[O:3])[CH3:2].Br[C:32]1[N:33]=[CH:34][N:35]([CH3:37])[CH:36]=1.C(=O)([O-])[O-].[K+].[K+].[ClH:44], predict the reaction product.